This data is from Forward reaction prediction with 1.9M reactions from USPTO patents (1976-2016). The task is: Predict the product of the given reaction. (1) Given the reactants [CH3:1][O:2][C:3](=[O:13])[C:4]1[CH:12]=[CH:11][C:7]([C:8]([OH:10])=[O:9])=[CH:6][CH:5]=1.CN(C)C=O.S(Cl)([Cl:21])=O.[CH:23]([N:26]([CH2:30][CH3:31])[CH:27]([CH3:29])[CH3:28])([CH3:25])[CH3:24], predict the reaction product. The product is: [Cl-:21].[CH3:1][O:2][C:3](=[O:13])[C:4]1[CH:12]=[CH:11][C:7]([C:8]([OH:10])=[O:9])=[CH:6][CH:5]=1.[CH:23]([N:26]([CH2:30][CH3:31])[CH:27]([CH3:29])[CH3:28])([CH3:25])[CH3:24]. (2) Given the reactants [C:1]([O:4][CH2:5][C:6]1[CH:11]=[CH:10][C:9]([C:12](SC)=[N:13][CH2:14][Si](C)(C)C)=[CH:8][C:7]=1[Br:21])(=[O:3])[CH3:2].[Cl:22][C:23]1[CH:28]=[C:27]([C:29]([C:31]([F:34])([F:33])[F:32])=[CH2:30])[CH:26]=[C:25]([Cl:35])[CH:24]=1.[F-].C([N+](CCCC)(CCCC)CCCC)CCC, predict the reaction product. The product is: [C:1]([O:4][CH2:5][C:6]1[CH:11]=[CH:10][C:9]([C:12]2[CH2:30][C:29]([C:27]3[CH:26]=[C:25]([Cl:35])[CH:24]=[C:23]([Cl:22])[CH:28]=3)([C:31]([F:32])([F:34])[F:33])[CH2:14][N:13]=2)=[CH:8][C:7]=1[Br:21])(=[O:3])[CH3:2]. (3) Given the reactants C([O:3][C:4](=[O:24])[C:5]([OH:23])([C:19]([F:22])([F:21])[F:20])[CH2:6][C:7]([C:10]1[CH:15]=[C:14]([F:16])[CH:13]=[CH:12][C:11]=1[O:17][CH3:18])([CH3:9])[CH3:8])C.[OH-].[K+], predict the reaction product. The product is: [F:16][C:14]1[CH:13]=[CH:12][C:11]([O:17][CH3:18])=[C:10]([C:7]([CH3:8])([CH3:9])[CH2:6][C:5]([OH:23])([C:19]([F:22])([F:21])[F:20])[C:4]([OH:24])=[O:3])[CH:15]=1. (4) Given the reactants Cl[C:2]1[CH:7]=[CH:6][C:5]([CH2:8][C@@H:9]([C:13]2[CH:18]=[CH:17][CH:16]=[C:15]([C:19]#[N:20])[CH:14]=2)[C@@H:10]([NH2:12])[CH3:11])=[CH:4][CH:3]=1.[CH3:21][C:22]([O:27][C:28]1[CH:33]=[C:32]([C:34]([F:37])([F:36])[F:35])[CH:31]=[CH:30][N:29]=1)([CH3:26])[C:23]([OH:25])=O.CN1CC[O:42][CH2:41]C1, predict the reaction product. The product is: [C:19]([C:15]1[CH:14]=[C:13]([C@H:9]([CH2:8][C:5]2[CH:6]=[CH:7][C:2]([O:42][CH3:41])=[CH:3][CH:4]=2)[C@@H:10]([NH:12][C:23](=[O:25])[C:22]([O:27][C:28]2[CH:33]=[C:32]([C:34]([F:37])([F:36])[F:35])[CH:31]=[CH:30][N:29]=2)([CH3:21])[CH3:26])[CH3:11])[CH:18]=[CH:17][CH:16]=1)#[N:20]. (5) The product is: [C:27]([C:20]1[CH:21]=[C:22]([CH2:25][CH3:26])[CH:23]=[CH:24][C:19]=1[O:18][CH:16]([CH3:17])[CH2:15][CH2:14][O:13][C:10]1[CH:11]=[CH:12][C:7]([S:6][CH2:5][C:4]([OH:36])=[O:3])=[C:8]([CH3:35])[CH:9]=1)(=[O:34])[C:28]1[CH:29]=[CH:30][CH:31]=[CH:32][CH:33]=1. Given the reactants C([O:3][C:4](=[O:36])[CH2:5][S:6][C:7]1[CH:12]=[CH:11][C:10]([O:13][CH2:14][CH2:15][CH:16]([O:18][C:19]2[CH:24]=[CH:23][C:22]([CH2:25][CH3:26])=[CH:21][C:20]=2[C:27](=[O:34])[C:28]2[CH:33]=[CH:32][CH:31]=[CH:30][CH:29]=2)[CH3:17])=[CH:9][C:8]=1[CH3:35])C, predict the reaction product. (6) Given the reactants [Cl:1][C:2]1[C:3]([C:12]([F:15])([F:14])[F:13])=[CH:4][C:5]([N+:9]([O-])=O)=[C:6]([OH:8])[CH:7]=1.C(OCC)(=O)C.C(O)(=O)C, predict the reaction product. The product is: [NH2:9][C:5]1[CH:4]=[C:3]([C:12]([F:13])([F:14])[F:15])[C:2]([Cl:1])=[CH:7][C:6]=1[OH:8]. (7) Given the reactants II.I[CH2:4]I.[CH2:6]=[C:7]1[CH2:16][CH2:15][C:10]2([O:14]CCO2)[CH2:9][CH2:8]1, predict the reaction product. The product is: [CH2:14]1[C:10]2([CH2:9][CH2:8][C:7](=[O:6])[CH2:16][CH2:15]2)[CH2:4]1. (8) Given the reactants [ClH:1].[Si]([O:9][CH2:10][CH2:11][N:12]1[C:16]2[N:17]=[C:18]([C:47]#[N:48])[N:19]=[C:20]([C:21]3[CH:42]=[CH:41][C:24]([O:25][CH2:26][CH2:27][CH:28]4[CH2:33][CH2:32][N:31](C(OC(C)(C)C)=O)[CH2:30][CH2:29]4)=[C:23]([C:43]([F:46])([F:45])[F:44])[CH:22]=3)[C:15]=2[CH:14]=[CH:13]1)(C(C)(C)C)(C)C, predict the reaction product. The product is: [ClH:1].[OH:9][CH2:10][CH2:11][N:12]1[C:16]2[N:17]=[C:18]([C:47]#[N:48])[N:19]=[C:20]([C:21]3[CH:42]=[CH:41][C:24]([O:25][CH2:26][CH2:27][CH:28]4[CH2:33][CH2:32][NH:31][CH2:30][CH2:29]4)=[C:23]([C:43]([F:46])([F:45])[F:44])[CH:22]=3)[C:15]=2[CH:14]=[CH:13]1. (9) The product is: [NH2:1][CH2:4][CH2:5][O:6][CH2:7][CH2:8][N:9]([CH3:17])[C:10](=[O:16])[O:11][C:12]([CH3:13])([CH3:14])[CH3:15]. Given the reactants [N:1]([CH2:4][CH2:5][O:6][CH2:7][CH2:8][N:9]([CH3:17])[C:10](=[O:16])[O:11][C:12]([CH3:15])([CH3:14])[CH3:13])=[N+]=[N-], predict the reaction product. (10) Given the reactants Cl.[C:2]([S:5][CH:6]1[CH2:11][CH2:10][N:9]([CH:12]([C:18]2[CH:23]=[CH:22][CH:21]=[CH:20][C:19]=2[F:24])[C:13]([CH:15]2[CH2:17][CH2:16]2)=[O:14])[CH2:8]/[C:7]/1=[CH:25]\[C:26]1[CH:30]=[CH:29][N:28]([CH2:31][C:32]([OH:34])=O)[N:27]=1)(=[O:4])[CH3:3].ClC(OCC(C)C)=O.[NH3:43].C(=O)([O-])O.[Na+], predict the reaction product. The product is: [C:2]([S:5][CH:6]1[CH2:11][CH2:10][N:9]([CH:12]([C:18]2[CH:23]=[CH:22][CH:21]=[CH:20][C:19]=2[F:24])[C:13]([CH:15]2[CH2:16][CH2:17]2)=[O:14])[CH2:8]/[C:7]/1=[CH:25]\[C:26]1[CH:30]=[CH:29][N:28]([CH2:31][C:32](=[O:34])[NH2:43])[N:27]=1)(=[O:4])[CH3:3].